Dataset: Full USPTO retrosynthesis dataset with 1.9M reactions from patents (1976-2016). Task: Predict the reactants needed to synthesize the given product. Given the product [C:11]([O:15][C:16](=[O:26])[NH:17][C:18]1[CH:23]=[CH:22][CH:21]=[C:20]([CH2:24][N:6]2[CH:7]=[CH:8][C:4]([N+:1]([O-:3])=[O:2])=[N:5]2)[CH:19]=1)([CH3:14])([CH3:13])[CH3:12], predict the reactants needed to synthesize it. The reactants are: [N+:1]([C:4]1[CH:8]=[CH:7][NH:6][N:5]=1)([O-:3])=[O:2].[H-].[Na+].[C:11]([O:15][C:16](=[O:26])[NH:17][C:18]1[CH:23]=[CH:22][CH:21]=[C:20]([CH2:24]Br)[CH:19]=1)([CH3:14])([CH3:13])[CH3:12].